From a dataset of Full USPTO retrosynthesis dataset with 1.9M reactions from patents (1976-2016). Predict the reactants needed to synthesize the given product. (1) The reactants are: [C:1]([C:4]1[CH:5]=[C:6]([CH:11]=[CH:12][C:13]=1[OH:14])[C:7]([O:9][CH3:10])=[O:8])(=[O:3])[CH3:2].N1C=CC=CC=1.[Br:21]Br. Given the product [C:1]([C:4]1[CH:5]=[C:6]([CH:11]=[C:12]([Br:21])[C:13]=1[OH:14])[C:7]([O:9][CH3:10])=[O:8])(=[O:3])[CH3:2], predict the reactants needed to synthesize it. (2) Given the product [OH:5][C:4]1[CH:3]=[C:2]([CH3:1])[O:11][C:10](=[O:12])[C:9]=1[C:8](=[O:13])[CH:7]=[CH:6][CH:14]([CH3:15])[CH3:16], predict the reactants needed to synthesize it. The reactants are: [CH3:1][C:2]1[O:11][C:10](=[O:12])[C:9]2[C:8](=[O:13])[CH2:7][CH:6]([CH:14]([CH3:16])[CH3:15])[O:5][C:4]=2[CH:3]=1.C(=O)([O-])[O-].[K+].[K+]. (3) Given the product [Cl:18][C:4]1[N:3]=[C:2]([NH:19][CH2:20][C:21]2[CH:26]=[CH:25][CH:24]=[CH:23][N:22]=2)[C:11]2[C:6]([CH:5]=1)=[CH:7][CH:8]=[CH:9][C:10]=2[C:12]1[CH:17]=[CH:16][CH:15]=[CH:14][CH:13]=1, predict the reactants needed to synthesize it. The reactants are: Cl[C:2]1[C:11]2[C:6](=[CH:7][CH:8]=[CH:9][C:10]=2[C:12]2[CH:17]=[CH:16][CH:15]=[CH:14][CH:13]=2)[CH:5]=[C:4]([Cl:18])[N:3]=1.[NH2:19][CH2:20][C:21]1[CH:26]=[CH:25][CH:24]=[CH:23][N:22]=1.CCN(C(C)C)C(C)C. (4) Given the product [C:17]([NH2:16])(=[O:24])[C:18]1[CH:23]=[CH:22][CH:21]=[N:20][CH:19]=1, predict the reactants needed to synthesize it. The reactants are: N1CCCC1CN1C2C=CC=CC=2N=C1[NH:16][C:17](=[O:24])[C:18]1[CH:23]=[CH:22][CH:21]=[N:20][CH:19]=1.C(Cl)(=O)C=C.[OH-].[Na+]. (5) Given the product [F:23][C:24]1[CH:25]=[N:26][CH:27]=[C:28]([F:34])[C:29]=1[C:2]1[N:3]=[N:4][CH:5]=[C:6]([C:8]2[CH:13]=[CH:12][C:11]([F:14])=[C:10]([C:15]3[C:20]([F:21])=[CH:19][C:18]([F:22])=[CH:17][N:16]=3)[CH:9]=2)[CH:7]=1, predict the reactants needed to synthesize it. The reactants are: Cl[C:2]1[N:3]=[N:4][CH:5]=[C:6]([C:8]2[CH:13]=[CH:12][C:11]([F:14])=[C:10]([C:15]3[C:20]([F:21])=[CH:19][C:18]([F:22])=[CH:17][N:16]=3)[CH:9]=2)[CH:7]=1.[F:23][C:24]1[CH:25]=[N:26][CH:27]=[C:28]([F:34])[C:29]=1[Sn](C)(C)C.[Cl-].[Li+]. (6) Given the product [CH2:27]([O:13][CH:9]([C:3]1[CH:4]=[C:5]([Cl:8])[CH:6]=[CH:7][C:2]=1[Br:1])[CH2:10][CH:11]=[CH2:12])[C:24]1[CH:25]=[CH:26][CH:21]=[CH:22][CH:23]=1, predict the reactants needed to synthesize it. The reactants are: [Br:1][C:2]1[CH:7]=[CH:6][C:5]([Cl:8])=[CH:4][C:3]=1[CH:9]([OH:13])[CH2:10][CH:11]=[CH2:12].C1COCC1.[H-].[Na+].[CH:21]1[CH:26]=[CH:25][C:24]([CH2:27]Br)=[CH:23][CH:22]=1. (7) Given the product [N:24]1([CH2:21][C:17]2[CH:16]=[C:15]([CH:20]=[CH:19][CH:18]=2)[C:14]([NH:13][CH2:12][CH2:11][C:5]2[C:4]3[C:8](=[CH:9][CH:10]=[C:2]([Cl:1])[CH:3]=3)[NH:7][CH:6]=2)=[O:23])[CH:28]=[CH:27][N:26]=[CH:25]1, predict the reactants needed to synthesize it. The reactants are: [Cl:1][C:2]1[CH:3]=[C:4]2[C:8](=[CH:9][CH:10]=1)[NH:7][CH:6]=[C:5]2[CH2:11][CH2:12][NH:13][C:14](=[O:23])[C:15]1[CH:20]=[CH:19][CH:18]=[C:17]([CH2:21]Cl)[CH:16]=1.[NH:24]1[CH:28]=[CH:27][N:26]=[CH:25]1.[I-].[Na+]. (8) Given the product [CH3:15][O:16][C:17]1[CH:18]=[C:19]([NH:20][C:10](=[O:12])[CH2:9][C:6]2[CH:5]=[CH:4][C:3]([C:2]([F:1])([F:14])[F:13])=[CH:8][CH:7]=2)[CH:21]=[CH:22][C:23]=1[O:24][CH3:25], predict the reactants needed to synthesize it. The reactants are: [F:1][C:2]([F:14])([F:13])[C:3]1[CH:8]=[CH:7][C:6]([CH2:9][C:10]([OH:12])=O)=[CH:5][CH:4]=1.[CH3:15][O:16][C:17]1[CH:18]=[C:19]([CH:21]=[CH:22][C:23]=1[O:24][CH3:25])[NH2:20].Cl.CN(C)CCCN=C=NCC. (9) Given the product [CH2:7]([O:14][C:15]([N:17]1[CH2:24][CH2:23][N:22]([CH:27]2[CH2:28][O:25][CH2:26]2)[CH2:21][C:18]21[CH2:20][CH2:19]2)=[O:16])[C:8]1[CH:9]=[CH:10][CH:11]=[CH:12][CH:13]=1, predict the reactants needed to synthesize it. The reactants are: C(O)(=O)C(O)=O.[CH2:7]([O:14][C:15]([N:17]1[CH2:24][CH2:23][NH:22][CH2:21][C:18]21[CH2:20][CH2:19]2)=[O:16])[C:8]1[CH:13]=[CH:12][CH:11]=[CH:10][CH:9]=1.[O:25]1[CH2:28][C:27](=O)[CH2:26]1.CCN(CC)CC.C(O[BH-](OC(=O)C)OC(=O)C)(=O)C.[Na+]. (10) The reactants are: [C:1]1(=[O:11])[C:10]2[CH2:9][CH2:8][CH2:7][CH2:6][C:5]=2[CH:4]=[CH:3][NH:2]1.C(=O)([O-])[O-].[Cs+].[Cs+].[CH2:18](Br)[C:19]1[CH:24]=[CH:23][CH:22]=[CH:21][CH:20]=1.O. Given the product [CH2:18]([N:2]1[CH:3]=[CH:4][C:5]2[CH2:6][CH2:7][CH2:8][CH2:9][C:10]=2[C:1]1=[O:11])[C:19]1[CH:24]=[CH:23][CH:22]=[CH:21][CH:20]=1, predict the reactants needed to synthesize it.